Regression/Classification. Given a drug SMILES string, predict its toxicity properties. Task type varies by dataset: regression for continuous values (e.g., LD50, hERG inhibition percentage) or binary classification for toxic/non-toxic outcomes (e.g., AMES mutagenicity, cardiotoxicity, hepatotoxicity). Dataset: ld50_zhu. From a dataset of Acute oral toxicity (LD50) regression data from Zhu et al.. The compound is CC(C)NCC(O)COc1cccc2cc(C(C)O)oc12. The rat oral LD50 is 2.14, given as -log10 of the dose in mol/kg body weight (higher means more acutely toxic).